The task is: Predict the reaction yield, written as a fraction of the theoretical maximum amount of product (1.0 means a 100% yield; for example, 0.34 means a 34% yield).. This data is from Reaction yield outcomes from USPTO patents with 853,638 reactions. (1) The reactants are Cl[C:2]1[N:7]2[N:8]=[CH:9][C:10]([C:11]([O:13][CH2:14][CH3:15])=[O:12])=[C:6]2[N:5]=[CH:4][C:3]=1[C:16]([N:18]1[CH2:23][CH2:22][CH:21]([C:24]2[CH:29]=[CH:28][CH:27]=[CH:26][CH:25]=2)[CH2:20][CH2:19]1)=[O:17].[CH3:30][N:31]1[C:39]2[C:34](=[C:35]([NH2:40])[CH:36]=[CH:37][CH:38]=2)[CH:33]=[CH:32]1. No catalyst specified. The product is [CH2:14]([O:13][C:11]([C:10]1[CH:9]=[N:8][N:7]2[C:2]([NH:40][C:35]3[CH:36]=[CH:37][CH:38]=[C:39]4[C:34]=3[CH:33]=[CH:32][N:31]4[CH3:30])=[C:3]([C:16]([N:18]3[CH2:23][CH2:22][CH:21]([C:24]4[CH:29]=[CH:28][CH:27]=[CH:26][CH:25]=4)[CH2:20][CH2:19]3)=[O:17])[CH:4]=[N:5][C:6]=12)=[O:12])[CH3:15]. The yield is 0.900. (2) The catalyst is Cl.[Fe].O. The reactants are [OH:1][C:2]12[C:13]3[C:8](=[C:9]([N+:14]([O-])=O)[CH:10]=[CH:11][CH:12]=3)[C:7](=[O:17])[C:6]1([NH:18][C:19]([C:21]1[NH:22][N:23]=[C:24]3[C:29]=1[CH:28]=[CH:27][CH:26]=[CH:25]3)=[O:20])[C:5]1[CH:30]=[CH:31][C:32]([CH:34]([CH3:36])[CH3:35])=[CH:33][C:4]=1[O:3]2.C(O)C. The product is [NH2:14][C:9]1[CH:10]=[CH:11][CH:12]=[C:13]2[C:8]=1[C:7](=[O:17])[C:6]1([NH:18][C:19]([C:21]3[NH:22][N:23]=[C:24]4[C:29]=3[CH:28]=[CH:27][CH:26]=[CH:25]4)=[O:20])[C:5]3[CH:30]=[CH:31][C:32]([CH:34]([CH3:36])[CH3:35])=[CH:33][C:4]=3[O:3][C:2]12[OH:1]. The yield is 0.660. (3) The reactants are [NH:1]1[CH2:6][CH2:5][CH2:4][CH2:3][CH:2]1[CH:7]1[CH2:11][CH2:10][N:9]([CH2:12][CH2:13][C:14]2[CH:19]=[CH:18][CH:17]=[CH:16][C:15]=2[N:20]2[CH2:25][CH2:24][CH2:23][CH2:22][C:21]2=[O:26])[CH2:8]1.C(N(CC)CC)C.[C:34](OC(=O)C)(=[O:36])[CH3:35]. The catalyst is C(OCC)C. The product is [C:34]([N:1]1[CH2:6][CH2:5][CH2:4][CH2:3][CH:2]1[CH:7]1[CH2:11][CH2:10][N:9]([CH2:12][CH2:13][C:14]2[CH:19]=[CH:18][CH:17]=[CH:16][C:15]=2[N:20]2[CH2:25][CH2:24][CH2:23][CH2:22][C:21]2=[O:26])[CH2:8]1)(=[O:36])[CH3:35]. The yield is 0.500. (4) The reactants are [CH3:1][C@:2]12[C:10]([C:11]3([CH2:14]/[CH:15]=[CH:16]\[C:17]([OH:20])([CH3:19])[CH3:18])[CH2:13][CH2:12]3)=[CH:9][CH2:8][C@H:7]1[C@@H:6]([OH:21])[CH2:5][CH2:4][CH2:3]2. The catalyst is [Hg].F[B-](F)(F)F.[Rh+3].C1CCC=CCCC=1.C1(P(C2C=CC=CC=2)CCCCP(C2C=CC=CC=2)C2C=CC=CC=2)C=CC=CC=1.F[B-](F)(F)F.F[B-](F)(F)F.ClCCl. The product is [CH3:1][C@:2]12[C:10]([C:11]3([CH2:14][CH2:15][CH2:16][C:17]([OH:20])([CH3:18])[CH3:19])[CH2:12][CH2:13]3)=[CH:9][CH2:8][C@H:7]1[C@@H:6]([OH:21])[CH2:5][CH2:4][CH2:3]2. The yield is 0.750. (5) The reactants are [NH4+].[OH-].S[C:4]1[N:5]=[C:6]([OH:14])[C:7]2[C@H:12]([CH3:13])[CH2:11][CH2:10][C:8]=2[N:9]=1. The catalyst is [Ni].O. The product is [CH3:13][C@H:12]1[C:7]2[C:6]([OH:14])=[N:5][CH:4]=[N:9][C:8]=2[CH2:10][CH2:11]1. The yield is 0.990. (6) The reactants are [CH3:1][C:2]([C:21]1[CH:26]=[CH:25][CH:24]=[CH:23][CH:22]=1)([CH2:13]/[CH:14]=[CH:15]/[CH2:16][C:17]([CH3:20])([CH3:19])[CH3:18])[C:3]([O:5]CC1C=CC=CC=1)=[O:4]. The catalyst is C(OCC)(=O)C.[Pd]. The product is [CH3:1][C:2]([C:21]1[CH:26]=[CH:25][CH:24]=[CH:23][CH:22]=1)([CH2:13][CH2:14][CH2:15][CH2:16][C:17]([CH3:18])([CH3:19])[CH3:20])[C:3]([OH:5])=[O:4]. The yield is 0.990.